From a dataset of Forward reaction prediction with 1.9M reactions from USPTO patents (1976-2016). Predict the product of the given reaction. (1) Given the reactants [Cl:1][C:2]1[CH:7]=[CH:6][C:5]([CH:8]([C:32]2[CH:37]=[CH:36][C:35]([Cl:38])=[CH:34][CH:33]=2)[C:9]2[S:13][C:12]([C:14]([NH:16][C@@H:17]([CH2:21][CH2:22][CH2:23][NH:24]C(OC(C)(C)C)=O)[C:18]([OH:20])=[O:19])=[O:15])=[CH:11][CH:10]=2)=[CH:4][CH:3]=1.[C:39]([OH:45])([C:41]([F:44])([F:43])[F:42])=[O:40].C([SiH](CC)CC)C, predict the reaction product. The product is: [NH2:24][CH2:23][CH2:22][CH2:21][C@H:17]([NH:16][C:14]([C:12]1[S:13][C:9]([CH:8]([C:32]2[CH:33]=[CH:34][C:35]([Cl:38])=[CH:36][CH:37]=2)[C:5]2[CH:6]=[CH:7][C:2]([Cl:1])=[CH:3][CH:4]=2)=[CH:10][CH:11]=1)=[O:15])[C:18]([OH:20])=[O:19].[C:39]([OH:45])([C:41]([F:44])([F:43])[F:42])=[O:40]. (2) Given the reactants [CH3:1][N:2]([CH3:19])[C:3](=O)[CH2:4][O:5][C:6]1[CH:15]=[CH:14][C:9]([C:10](OC)=[O:11])=[CH:8][C:7]=1[O:16][CH3:17].CCOCC.[H-].[Al+3].[Li+].[H-].[H-].[H-], predict the reaction product. The product is: [CH3:1][N:2]([CH3:19])[CH2:3][CH2:4][O:5][C:6]1[CH:15]=[CH:14][C:9]([CH2:10][OH:11])=[CH:8][C:7]=1[O:16][CH3:17]. (3) Given the reactants CC1CCCN(C)C1(C)C.C([Li])CCC.[Al](Cl)(CC)CC.[C:22]([Si:26]([CH3:45])([CH3:44])[O:27][C@@H:28]1[CH2:34][C@@H:33]([O:35][Si:36]([CH2:41][CH3:42])([CH2:39][CH3:40])[CH2:37][CH3:38])[CH2:32][C@H:31]2[C@:29]1([CH3:43])[O:30]2)([CH3:25])([CH3:24])[CH3:23], predict the reaction product. The product is: [Si:26]([O:27][C@@H:28]1[CH2:34][C@@H:33]([O:35][Si:36]([CH2:37][CH3:38])([CH2:41][CH3:42])[CH2:39][CH3:40])[CH2:32][C@H:31]([OH:30])[C:29]1=[CH2:43])([C:22]([CH3:24])([CH3:25])[CH3:23])([CH3:44])[CH3:45].